Dataset: Forward reaction prediction with 1.9M reactions from USPTO patents (1976-2016). Task: Predict the product of the given reaction. (1) Given the reactants [Cl:1][C:2]1[CH:30]=[CH:29][C:5]([CH2:6][C:7]2[C:15]3[C:10](=[CH:11][CH:12]=[CH:13][C:14]=3[S:16]([CH3:18])=[O:17])[N:9]3[CH2:19][CH2:20][CH2:21][CH:22]([CH2:23][C:24]([O:26]CC)=[O:25])[C:8]=23)=[CH:4][CH:3]=1.C1COCC1.CO.[Li+].[OH-], predict the reaction product. The product is: [Cl:1][C:2]1[CH:3]=[CH:4][C:5]([CH2:6][C:7]2[C:15]3[C:10](=[CH:11][CH:12]=[CH:13][C:14]=3[S:16]([CH3:18])=[O:17])[N:9]3[CH2:19][CH2:20][CH2:21][CH:22]([CH2:23][C:24]([OH:26])=[O:25])[C:8]=23)=[CH:29][CH:30]=1. (2) Given the reactants FC(F)(F)C(O)=O.[Cl:8][C:9]1[CH:14]=[CH:13][C:12]([C:15]2([C:35]#[N:36])[CH:19]([CH2:20][C:21]([CH3:24])([CH3:23])[CH3:22])[NH:18][CH:17]([C:25]([OH:27])=O)[CH:16]2[C:28]2[CH:33]=[CH:32][CH:31]=[C:30]([Cl:34])[CH:29]=2)=[C:11]([F:37])[CH:10]=1.CC1(C)[O:43][C@@H:42]([CH2:44][CH2:45][NH2:46])[CH2:41][O:40]1.CN(C(ON1N=NC2C=CC=NC1=2)=[N+](C)C)C.F[P-](F)(F)(F)(F)F.CCN(C(C)C)C(C)C.Cl, predict the reaction product. The product is: [OH:43][C@H:42]([CH2:41][OH:40])[CH2:44][CH2:45][NH:46][C:25]([CH:17]1[CH:16]([C:28]2[CH:33]=[CH:32][CH:31]=[C:30]([Cl:34])[CH:29]=2)[C:15]([C:12]2[CH:13]=[CH:14][C:9]([Cl:8])=[CH:10][C:11]=2[F:37])([C:35]#[N:36])[CH:19]([CH2:20][C:21]([CH3:24])([CH3:23])[CH3:22])[NH:18]1)=[O:27].